From a dataset of Catalyst prediction with 721,799 reactions and 888 catalyst types from USPTO. Predict which catalyst facilitates the given reaction. (1) Reactant: CN(C)[CH:3]=[CH:4][C:5]([C:7]1[C:8]([Cl:13])=[N:9][CH:10]=[CH:11][CH:12]=1)=O.N(O)=O.[CH2:18]([O:20][C:21]([C:23]1[CH:24]=[C:25]([NH:29][C:30]([NH2:32])=[NH:31])[CH:26]=[CH:27][CH:28]=1)=[O:22])[CH3:19].[OH-].[Li+]. Product: [CH2:18]([O:20][C:21]([C:23]1[CH:24]=[C:25]([NH:29][C:30]2[N:32]=[C:5]([C:7]3[C:8]([Cl:13])=[N:9][CH:10]=[CH:11][CH:12]=3)[CH:4]=[CH:3][N:31]=2)[CH:26]=[CH:27][CH:28]=1)=[O:22])[CH3:19]. The catalyst class is: 868. (2) Reactant: Cl[C:2]1[CH:7]=[CH:6][N:5]=[CH:4][C:3]=1[N+:8]([O-:10])=[O:9].[NH2:11][CH2:12][C@@H:13]1[CH2:17][CH2:16][N:15]([C:18]([O:20][C:21]([CH3:24])([CH3:23])[CH3:22])=[O:19])[CH2:14]1.C(N(CC)CC)C. Product: [N+:8]([C:3]1[CH:4]=[N:5][CH:6]=[CH:7][C:2]=1[NH:11][CH2:12][C@@H:13]1[CH2:17][CH2:16][N:15]([C:18]([O:20][C:21]([CH3:24])([CH3:23])[CH3:22])=[O:19])[CH2:14]1)([O-:10])=[O:9]. The catalyst class is: 8.